This data is from CYP2C9 inhibition data for predicting drug metabolism from PubChem BioAssay. The task is: Regression/Classification. Given a drug SMILES string, predict its absorption, distribution, metabolism, or excretion properties. Task type varies by dataset: regression for continuous measurements (e.g., permeability, clearance, half-life) or binary classification for categorical outcomes (e.g., BBB penetration, CYP inhibition). Dataset: cyp2c9_veith. (1) The molecule is COc1ccc(C[C@H](O)CN2CCOCC2)cc1. The result is 0 (non-inhibitor). (2) The drug is C[C@]12CC[C@@H]3[C@H](CC[C@H]4C[C@@H](O)CC[C@@]43C)[C@@H]1CC[C@H]2C(=O)CO. The result is 1 (inhibitor). (3) The drug is O=C(NNS(=O)(=O)c1ccc(Cl)cc1)C1CCN(Cc2ccccc2)CC1. The result is 0 (non-inhibitor). (4) The compound is CCCOc1ccc(-c2nc(N)n[nH]2)cc1. The result is 0 (non-inhibitor). (5) The molecule is CC(=O)NS(=O)(=O)c1ccc(NC(=S)NC(=O)C(C)(C)C)cc1. The result is 0 (non-inhibitor).